Dataset: Forward reaction prediction with 1.9M reactions from USPTO patents (1976-2016). Task: Predict the product of the given reaction. Given the reactants [Br:1][C:2]1[CH:9]=[C:8]([Cl:10])[CH:7]=[CH:6][C:3]=1[CH:4]=O.C[Si]([C:15]#[N:16])(C)C.C(N(S(F)(F)[F:23])CC)C, predict the reaction product. The product is: [Br:1][C:2]1[CH:9]=[C:8]([Cl:10])[CH:7]=[CH:6][C:3]=1[CH:4]([F:23])[C:15]#[N:16].